Dataset: Forward reaction prediction with 1.9M reactions from USPTO patents (1976-2016). Task: Predict the product of the given reaction. (1) Given the reactants [Cl:1][C:2]1[CH:7]=[CH:6][CH:5]=[CH:4][C:3]=1[N:8]1[C:17](=[O:18])[C:16]2[C:11](=[N:12][C:13]([S:19][CH3:20])=[N:14][CH:15]=2)[NH:10][C:9]1=O.O=P(Cl)(Cl)[Cl:24].C(N(C(C)C)CC)(C)C, predict the reaction product. The product is: [Cl:24][C:9]1[N:8]([C:3]2[CH:4]=[CH:5][CH:6]=[CH:7][C:2]=2[Cl:1])[C:17](=[O:18])[C:16]2[C:11]([N:10]=1)=[N:12][C:13]([S:19][CH3:20])=[N:14][CH:15]=2. (2) Given the reactants [O:1]=[C:2]1[C@@H:7]2[CH2:8][C@@H:4]([CH2:5][N:6]2[C:9]([O:11][C:12]([CH3:15])([CH3:14])[CH3:13])=[O:10])[O:3]1.C(O)(C)C.[NH3:20].CCOCC, predict the reaction product. The product is: [C:12]([O:11][C:9]([N:6]1[CH2:5][C@@H:4]([OH:3])[CH2:8][C@H:7]1[C:2]([NH2:20])=[O:1])=[O:10])([CH3:15])([CH3:14])[CH3:13]. (3) Given the reactants [Cl:1][C:2]1[C:7]([C:8]([NH:10][C:11]2[CH:16]=[CH:15][CH:14]=[CH:13][CH:12]=2)=[O:9])=[C:6]([CH3:17])[C:5]([N+:18]([O-])=O)=[CH:4][CH:3]=1.ClC1C([N+]([O-])=O)=CC=C(C)C=1C(NC1C=CC=CC=1)=O.O, predict the reaction product. The product is: [NH2:18][C:5]1[C:6]([CH3:17])=[C:7]([C:2]([Cl:1])=[CH:3][CH:4]=1)[C:8]([NH:10][C:11]1[CH:16]=[CH:15][CH:14]=[CH:13][CH:12]=1)=[O:9]. (4) Given the reactants [C:1](=[O:6])([O:4][CH3:5])OC.[N+:7]([C:10]1[CH:15]=[C:14]([N+:16]([O-])=O)[CH:13]=[CH:12][C:11]=1[CH3:19])([O-])=O, predict the reaction product. The product is: [CH3:5][O:4][C:1]([NH:7][C:10]1[CH:15]=[C:14]([NH:16][C:1]([O:4][CH3:5])=[O:6])[CH:13]=[CH:12][C:11]=1[CH3:19])=[O:6]. (5) Given the reactants [Cl:1][CH2:2][C:3]([O:5]/[N:6]=[C:7](\[NH2:15])/[C:8]1[CH:13]=[CH:12][C:11]([CH3:14])=[CH:10][CH:9]=1)=O, predict the reaction product. The product is: [Cl:1][CH2:2][C:3]1[O:5][N:6]=[C:7]([C:8]2[CH:13]=[CH:12][C:11]([CH3:14])=[CH:10][CH:9]=2)[N:15]=1. (6) Given the reactants Cl[C:2]1[C:11]2[C:6](=[CH:7][N:8]=[CH:9][CH:10]=2)[N:5]2[N:12]=[N:13][N:14]=[C:4]2[CH:3]=1, predict the reaction product. The product is: [CH3:10][CH:11]([CH3:2])[CH2:6][NH:5][C:2]1[C:11]2[C:6](=[CH:7][N:8]=[CH:9][CH:10]=2)[N:5]2[N:12]=[N:13][N:14]=[C:4]2[CH:3]=1.